This data is from Full USPTO retrosynthesis dataset with 1.9M reactions from patents (1976-2016). The task is: Predict the reactants needed to synthesize the given product. (1) Given the product [C:1]([O:5][C:6](=[O:34])[N:7]([CH:9]1[CH2:14][CH2:13][CH:12]([N:15]([CH2:16][C:17]2[CH:18]=[C:19]([C:25]3[CH:30]=[CH:29][C:28]([C:31](=[O:33])[NH2:32])=[CH:27][CH:26]=3)[CH:20]=[CH:21][C:22]=2[O:23][CH3:24])[C:41]([C:40]2[S:39][C:38]3[CH:44]=[CH:45][CH:46]=[CH:47][C:37]=3[C:36]=2[Cl:35])=[O:42])[CH2:11][CH2:10]1)[CH3:8])([CH3:4])([CH3:2])[CH3:3], predict the reactants needed to synthesize it. The reactants are: [C:1]([O:5][C:6](=[O:34])[N:7]([CH:9]1[CH2:14][CH2:13][CH:12]([NH:15][CH2:16][C:17]2[CH:18]=[C:19]([C:25]3[CH:30]=[CH:29][C:28]([C:31](=[O:33])[NH2:32])=[CH:27][CH:26]=3)[CH:20]=[CH:21][C:22]=2[O:23][CH3:24])[CH2:11][CH2:10]1)[CH3:8])([CH3:4])([CH3:3])[CH3:2].[Cl:35][C:36]1[C:37]2[CH:47]=[CH:46][CH:45]=[CH:44][C:38]=2[S:39][C:40]=1[C:41](Cl)=[O:42]. (2) Given the product [CH3:20][CH:2]([NH:1][C:33](=[O:43])[S:32][CH2:31][CH3:30])[C:3](=[O:4])[C:5]1[CH:19]=[CH:18][C:8]2[N:9]=[C:10]([C:12]3[CH:17]=[CH:16][CH:15]=[CH:14][CH:13]=3)[O:11][C:7]=2[CH:6]=1, predict the reactants needed to synthesize it. The reactants are: [NH2:1][CH:2]([CH3:20])[C:3]([C:5]1[CH:19]=[CH:18][C:8]2[N:9]=[C:10]([C:12]3[CH:17]=[CH:16][CH:15]=[CH:14][CH:13]=3)[O:11][C:7]=2[CH:6]=1)=[O:4].Cl.C(N(CC)CC)C.Cl[C:30]1C=[CH:33][S:32][C:31]=1C(OCC)=O.C1C[O:43]CC1. (3) Given the product [C:6]([O:5][C:1]([CH3:4])([CH3:2])[CH3:3])(=[O:24])[CH2:7][CH2:8][CH2:9][CH2:10][CH2:11][CH2:12][CH2:13][CH2:14][CH2:15][CH2:16][CH2:17][CH2:18][CH2:19][CH2:20][C:21]([O:23][C:30]1[C:31]([F:40])=[C:32]([F:39])[C:33]([F:38])=[C:34]([F:37])[C:35]=1[F:36])=[O:22], predict the reactants needed to synthesize it. The reactants are: [C:1]([O:5][C:6](=[O:24])[CH2:7][CH2:8][CH2:9][CH2:10][CH2:11][CH2:12][CH2:13][CH2:14][CH2:15][CH2:16][CH2:17][CH2:18][CH2:19][CH2:20][C:21]([OH:23])=[O:22])([CH3:4])([CH3:3])[CH3:2].FC(F)(F)C(O[C:30]1[C:35]([F:36])=[C:34]([F:37])[C:33]([F:38])=[C:32]([F:39])[C:31]=1[F:40])=O.N1C=CC=CC=1. (4) Given the product [Br:16][CH2:15][CH2:14][CH2:13][CH2:12][C:11]1[CH:10]=[CH:9][S:8][C:7]=1[C:25]1[S:26][CH:27]=[C:23]([CH2:17][CH2:18][CH2:19][CH2:20][CH2:21][CH3:22])[CH:24]=1, predict the reactants needed to synthesize it. The reactants are: C([O-])(O)=O.[Na+].Br[C:7]1[S:8][CH:9]=[CH:10][C:11]=1[CH2:12][CH2:13][CH2:14][CH2:15][Br:16].[CH2:17]([C:23]1[CH:24]=[C:25](B2OCC(C)(C)CO2)[S:26][CH:27]=1)[CH2:18][CH2:19][CH2:20][CH2:21][CH3:22].[NH4+].[Cl-]. (5) Given the product [Cl:1][C:2]1[CH:3]=[C:4]2[C:10]3([CH2:14][CH2:13][N:12]([C:15]([O:17][CH3:18])=[O:16])[CH2:11]3)[CH2:9][N:8]([C:31](=[O:32])[NH:23][C:24]3[S:25][C:26]([F:29])=[CH:27][N:28]=3)[C:5]2=[CH:6][CH:7]=1, predict the reactants needed to synthesize it. The reactants are: [Cl:1][C:2]1[CH:3]=[C:4]2[C:10]3([CH2:14][CH2:13][N:12]([C:15]([O:17][C:18](C)(C)C)=[O:16])[CH2:11]3)[CH2:9][NH:8][C:5]2=[CH:6][CH:7]=1.Cl.[NH2:23][C:24]1[S:25][C:26]([F:29])=[CH:27][N:28]=1.Cl[C:31](OC)=[O:32]. (6) Given the product [CH3:1][C:2]1[CH:7]=[C:6]([N+:8]([O-:10])=[O:9])[CH:5]=[CH:4][C:3]=1[N:11]=[C:12]1[N:18]([CH2:14][CH:15]([CH3:17])[CH3:16])[C:21](=[O:22])[CH:20]([CH2:24][CH:25]([CH3:27])[CH3:26])[S:13]1, predict the reactants needed to synthesize it. The reactants are: [CH3:1][C:2]1[CH:7]=[C:6]([N+:8]([O-:10])=[O:9])[CH:5]=[CH:4][C:3]=1[N:11]=[C:12]=[S:13].[CH2:14]([NH2:18])[CH:15]([CH3:17])[CH3:16].Cl[CH:20]([CH2:24][CH:25]([CH3:27])[CH3:26])[C:21](O)=[O:22].